Dataset: Forward reaction prediction with 1.9M reactions from USPTO patents (1976-2016). Task: Predict the product of the given reaction. Given the reactants [CH2:1]([O:5][CH2:6][CH2:7][O:8][C:9]1[CH:14]=[CH:13][C:12]([C:15]2[CH:20]=[CH:19][C:18]([N:21]3[CH2:25][CH2:24][CH:23]([CH3:26])[CH2:22]3)=[C:17](/[CH:27]=[CH:28]/[C:29]([O:31]CC)=[O:30])[CH:16]=2)=[CH:11][CH:10]=1)[CH2:2][CH2:3][CH3:4].[OH-].[Na+].Cl, predict the reaction product. The product is: [CH2:1]([O:5][CH2:6][CH2:7][O:8][C:9]1[CH:10]=[CH:11][C:12]([C:15]2[CH:20]=[CH:19][C:18]([N:21]3[CH2:25][CH2:24][CH:23]([CH3:26])[CH2:22]3)=[C:17](/[CH:27]=[CH:28]/[C:29]([OH:31])=[O:30])[CH:16]=2)=[CH:13][CH:14]=1)[CH2:2][CH2:3][CH3:4].